Dataset: Experimentally validated miRNA-target interactions with 360,000+ pairs, plus equal number of negative samples. Task: Binary Classification. Given a miRNA mature sequence and a target amino acid sequence, predict their likelihood of interaction. The miRNA is hsa-miR-6073 with sequence GGUAGUGAGUUAUCAGCUAC. The protein sequence of the target gene is MEPQVTLNVTFKNETQSFLVSDPENTTWADVEAMVKVSFDLNTIQIKYLDEENEEISINSQGEYEEALKMANIKQGNQLQMQVHEGYHVVDEALPKNVVENQAAARTGKKPLAHYSSLVRVLGSDMKTTEEPAPEQCSSAPCDTDQPQDKPPDWFTSYLEMFREQVVKETVEKLEQRLQEKLVLQKPLLSSSPTEVSMPISEETLFLPENQFSWHIACSHCQKRIVGVRYQCSLCPSYNICEDCEAGPYTHDTNHVLLKLRRPVVISSEPFFYSKYSAPRLPAALEQVRLQKQVDKNFVK.... Result: 0 (no interaction).